Dataset: Reaction yield outcomes from USPTO patents with 853,638 reactions. Task: Predict the reaction yield, written as a fraction of the theoretical maximum amount of product (1.0 means a 100% yield; for example, 0.34 means a 34% yield). The reactants are [C:1]([C:5]1[CH:14]=[CH:13][C:8]([C:9]([O:11]C)=[O:10])=[C:7]([O:15][CH:16]2[CH2:21][CH2:20][N:19]([C:22]([O:24][C:25]([CH3:28])([CH3:27])[CH3:26])=[O:23])[CH2:18][CH2:17]2)[CH:6]=1)([CH3:4])([CH3:3])[CH3:2].O[Li].O. The catalyst is O1CCOCC1.O. The product is [C:1]([C:5]1[CH:14]=[CH:13][C:8]([C:9]([OH:11])=[O:10])=[C:7]([O:15][CH:16]2[CH2:21][CH2:20][N:19]([C:22]([O:24][C:25]([CH3:28])([CH3:27])[CH3:26])=[O:23])[CH2:18][CH2:17]2)[CH:6]=1)([CH3:4])([CH3:2])[CH3:3]. The yield is 0.910.